The task is: Predict the product of the given reaction.. This data is from Forward reaction prediction with 1.9M reactions from USPTO patents (1976-2016). (1) Given the reactants Br[CH2:2][CH2:3][CH2:4][CH2:5][CH2:6][CH2:7][C:8]1[C:14]2[CH:15]=[CH:16][C:17]([OH:20])=[C:18]([Cl:19])[C:13]=2[CH2:12][CH2:11][CH2:10][C:9]=1[C:21]1[CH:26]=[CH:25][CH:24]=[CH:23][CH:22]=1.[CH3:27][NH:28][CH2:29][CH2:30][CH2:31][S:32]([CH2:35][CH2:36][CH2:37][C:38]([F:44])([F:43])[C:39]([F:42])([F:41])[F:40])(=[O:34])=[O:33], predict the reaction product. The product is: [Cl:19][C:18]1[C:13]2[CH2:12][CH2:11][CH2:10][C:9]([C:21]3[CH:22]=[CH:23][CH:24]=[CH:25][CH:26]=3)=[C:8]([CH2:7][CH2:6][CH2:5][CH2:4][CH2:3][CH2:2][N:28]([CH3:27])[CH2:29][CH2:30][CH2:31][S:32]([CH2:35][CH2:36][CH2:37][C:38]([F:44])([F:43])[C:39]([F:40])([F:41])[F:42])(=[O:33])=[O:34])[C:14]=2[CH:15]=[CH:16][C:17]=1[OH:20]. (2) Given the reactants [F:1][C:2]1[CH:7]=[CH:6][C:5]([F:8])=[CH:4][C:3]=1[CH:9]([S:20]([C:23]1[CH:28]=[CH:27][C:26]([F:29])=[CH:25][CH:24]=1)(=[O:22])=[O:21])[C:10]1[C:11]([CH3:19])=[CH:12][C:13]([C:16](O)=[O:17])=[N:14][CH:15]=1.[NH2:30][CH:31]([CH2:34][OH:35])[CH2:32][OH:33].ON1C2C=CC=CC=2N=N1.Cl.C(N=C=NCCCN(C)C)C.CN1CCOCC1, predict the reaction product. The product is: [F:1][C:2]1[CH:7]=[CH:6][C:5]([F:8])=[CH:4][C:3]=1[CH:9]([S:20]([C:23]1[CH:28]=[CH:27][C:26]([F:29])=[CH:25][CH:24]=1)(=[O:21])=[O:22])[C:10]1[C:11]([CH3:19])=[CH:12][C:13]([C:16]([NH:30][CH:31]([CH2:34][OH:35])[CH2:32][OH:33])=[O:17])=[N:14][CH:15]=1. (3) Given the reactants [C:1]([NH:4][C@H:5]1[C@@H:10]([N:11]2[CH2:15][CH2:14][C@H:13]([NH:16][C:17]3[C:26]4[C:21](=[CH:22][CH:23]=[C:24]([C:27]([F:30])([F:29])[F:28])[CH:25]=4)[N:20]=[CH:19][N:18]=3)[C:12]2=[O:31])[CH2:9][CH2:8][C@@H:7]([NH:32]C(=O)OC(C)(C)C)[CH2:6]1)(=[O:3])[CH3:2].[F:40][C:41]([F:46])([F:45])[C:42]([OH:44])=[O:43], predict the reaction product. The product is: [NH2:32][C@H:7]1[CH2:6][C@@H:5]([NH:4][C:1](=[O:3])[CH3:2])[C@@H:10]([N:11]2[CH2:15][CH2:14][C@H:13]([NH:16][C:17]3[C:26]4[C:21](=[CH:22][CH:23]=[C:24]([C:27]([F:29])([F:30])[F:28])[CH:25]=4)[N:20]=[CH:19][N:18]=3)[C:12]2=[O:31])[CH2:9][CH2:8]1.[C:42]([OH:44])([C:41]([F:46])([F:45])[F:40])=[O:43]. (4) Given the reactants [CH3:1][C:2]1[CH:11]=[C:10]([N:12]2[CH2:16][CH2:15][CH2:14][CH2:13]2)[C:9]2[C:4](=[CH:5][C:6]([OH:17])=[CH:7][CH:8]=2)[N:3]=1.[CH:18]1([CH2:21]Br)[CH2:20][CH2:19]1.[ClH:23], predict the reaction product. The product is: [ClH:23].[ClH:23].[CH:18]1([CH2:21][O:17][C:6]2[CH:5]=[C:4]3[C:9]([C:10]([N:12]4[CH2:16][CH2:15][CH2:14][CH2:13]4)=[CH:11][C:2]([CH3:1])=[N:3]3)=[CH:8][CH:7]=2)[CH2:20][CH2:19]1. (5) Given the reactants [CH3:1][N:2]([CH2:54][CH2:55][O:56][CH2:57][CH2:58][O:59][CH2:60][CH2:61][O:62][CH2:63][CH2:64][C:65](O)=[O:66])[C:3](=[O:53])[CH2:4][C:5]1[CH:10]=[CH:9][CH:8]=[C:7]([S:11][CH2:12][C:13]2[CH:18]=[CH:17][CH:16]=[C:15]([C:19](=[O:52])[NH:20][C:21]3[CH:26]=[CH:25][C:24]([N:27]4[CH2:32][CH2:31][CH2:30][CH2:29][CH2:28]4)=[CH:23][C:22]=3[C:33]3[CH:38]=[C:37]([C:39](=[O:51])[NH:40][C@@H:41]4[C:50]5[C:45](=[CH:46][CH:47]=[CH:48][CH:49]=5)[CH2:44][CH2:43][CH2:42]4)[CH:36]=[CH:35][N:34]=3)[CH:14]=2)[CH:6]=1.[N:68]1([CH2:74][CH2:75][O:76][CH2:77][CH2:78][OH:79])[CH2:73][CH2:72][NH:71][CH2:70][CH2:69]1, predict the reaction product. The product is: [OH:79][CH2:78][CH2:77][O:76][CH2:75][CH2:74][N:68]1[CH2:73][CH2:72][N:71]([C:65](=[O:66])[CH2:64][CH2:63][O:62][CH2:61][CH2:60][O:59][CH2:58][CH2:57][O:56][CH2:55][CH2:54][N:2]([CH3:1])[C:3](=[O:53])[CH2:4][C:5]2[CH:6]=[C:7]([S:11][CH2:12][C:13]3[CH:14]=[C:15]([CH:16]=[CH:17][CH:18]=3)[C:19]([NH:20][C:21]3[CH:26]=[CH:25][C:24]([N:27]4[CH2:32][CH2:31][CH2:30][CH2:29][CH2:28]4)=[CH:23][C:22]=3[C:33]3[CH:38]=[C:37]([CH:36]=[CH:35][N:34]=3)[C:39]([NH:40][C@@H:41]3[C:50]4[C:45](=[CH:46][CH:47]=[CH:48][CH:49]=4)[CH2:44][CH2:43][CH2:42]3)=[O:51])=[O:52])[CH:8]=[CH:9][CH:10]=2)[CH2:70][CH2:69]1. (6) Given the reactants [Cl:1][C:2]1[CH:7]=[CH:6][C:5]([OH:8])=[CH:4][CH:3]=1.OC1C=CC([N:16]2[C:20](=[O:21])[N:19]([C:22]3[CH:27]=[CH:26][CH:25]=[CH:24][CH:23]=3)[C:18](=[O:28])[NH:17]2)=CC=1, predict the reaction product. The product is: [OH:8][C:5]1[CH:6]=[CH:7][C:2]([Cl:1])=[CH:3][C:4]=1[N:16]1[C:20](=[O:21])[N:19]([C:22]2[CH:27]=[CH:26][CH:25]=[CH:24][CH:23]=2)[C:18](=[O:28])[NH:17]1. (7) The product is: [C:18]([CH:15]1[CH2:14][CH2:13][N:12]([C:10]([C@H:9]([NH:8][C:3]([C:2]2[C:32]3[C:33](=[N:29][CH:27]=[C:26]([C:34]4[CH:36]=[N:40][N:39]([CH3:38])[CH:37]=4)[N:25]=3)[NH:55][CH:53]=2)=[O:5])[C:20]([CH3:23])([CH3:22])[CH3:21])=[O:11])[CH2:17][CH2:16]1)#[N:19]. Given the reactants F[C:2](F)(F)[C:3]([OH:5])=O.[NH2:8][C@H:9]([C:20]([CH3:23])([CH3:22])[CH3:21])[C:10]([N:12]1[CH2:17][CH2:16][CH:15]([C:18]#[N:19])[CH2:14][CH2:13]1)=[O:11].Cl.[NH2:25][C@H:26]([C:34]([CH3:37])([CH3:36])C)[C:27]([N:29]1[CH2:33][CH2:32]CC1)=O.[CH3:38][N:39]1C=C(B2OC(C)(C)C(C)(C)O2)C=[N:40]1.[CH2:53]([N:55]1C=C(B2OC(C)(C)C(C)(C)O2)C=N1)C, predict the reaction product. (8) The product is: [F:14][CH:10]1[CH2:11][CH2:12][CH2:13][N:8]([C:6]2[CH:7]=[C:2]([N:22]3[CH2:23][CH2:24][N:19]([CH3:18])[CH2:20][CH2:21]3)[CH:3]=[CH:4][C:5]=2[N+:15]([O-:17])=[O:16])[CH2:9]1. Given the reactants Cl[C:2]1[CH:3]=[CH:4][C:5]([N+:15]([O-:17])=[O:16])=[C:6]([N:8]2[CH2:13][CH2:12][CH2:11][CH:10]([F:14])[CH2:9]2)[CH:7]=1.[CH3:18][N:19]1[CH2:24][CH2:23][NH:22][CH2:21][CH2:20]1, predict the reaction product. (9) Given the reactants [CH:1]1([C:4]([C:6]2[CH:7]=[N:8][C:9]3[C:14]([C:15]=2[NH:16][C@H:17]2[CH2:22][CH2:21][C@H:20]([NH:23]C(=O)OC(C)(C)C)[CH2:19][CH2:18]2)=[CH:13][C:12]([C:31]2[CH:32]=[N:33][NH:34][CH:35]=2)=[CH:11][CH:10]=3)=[O:5])[CH2:3][CH2:2]1.C(O)(C(F)(F)F)=O, predict the reaction product. The product is: [NH2:23][C@H:20]1[CH2:21][CH2:22][C@H:17]([NH:16][C:15]2[C:14]3[C:9](=[CH:10][CH:11]=[C:12]([C:31]4[CH:32]=[N:33][NH:34][CH:35]=4)[CH:13]=3)[N:8]=[CH:7][C:6]=2[C:4]([CH:1]2[CH2:2][CH2:3]2)=[O:5])[CH2:18][CH2:19]1.